This data is from Ames mutagenicity test results for genotoxicity prediction. The task is: Regression/Classification. Given a drug SMILES string, predict its toxicity properties. Task type varies by dataset: regression for continuous values (e.g., LD50, hERG inhibition percentage) or binary classification for toxic/non-toxic outcomes (e.g., AMES mutagenicity, cardiotoxicity, hepatotoxicity). Dataset: ames. (1) The compound is CCN(CC)c1ccc(N=Nc2ccc([N+](=O)[O-])cc2Cl)cc1. The result is 1 (mutagenic). (2) The drug is COC(=O)C1=CCCN(C)C1. The result is 1 (mutagenic). (3) The molecule is O=NN1CCSC1C(O)C(O)C(O)CO. The result is 0 (non-mutagenic). (4) The drug is [N-]=[N+]=NCC(O)CO. The result is 1 (mutagenic). (5) The drug is OCC1CCCO1. The result is 0 (non-mutagenic). (6) The drug is CC(C)CC(NC(=O)C(Cc1ccccc1)NC(=O)CNC(=O)CN)C(=O)O. The result is 0 (non-mutagenic). (7) The compound is Cc1ccc(N=Nc2ccc(C)c(N)c2)cc1N. The result is 1 (mutagenic). (8) The drug is C/C=C(\C)C(=O)OC1CCN2CC=C(CO)C12. The result is 0 (non-mutagenic). (9) The drug is O=C1CCc2c1cc(C(F)(F)F)c1c3c(ccc21)[C@H](O)[C@@H](O)C=C3. The result is 1 (mutagenic).